Dataset: Full USPTO retrosynthesis dataset with 1.9M reactions from patents (1976-2016). Task: Predict the reactants needed to synthesize the given product. (1) Given the product [O:1]([C:8]1[CH:9]=[CH:10][C:11]2[NH:14][C:20](=[O:21])[NH:19][S:16](=[O:18])(=[O:17])[C:12]=2[CH:13]=1)[C:2]1[CH:7]=[CH:6][CH:5]=[CH:4][CH:3]=1, predict the reactants needed to synthesize it. The reactants are: [O:1]([C:8]1[CH:13]=[CH:12][C:11]([NH2:14])=[CH:10][CH:9]=1)[C:2]1[CH:7]=[CH:6][CH:5]=[CH:4][CH:3]=1.Cl[S:16]([N:19]=[C:20]=[O:21])(=[O:18])=[O:17].[Al+3].[Cl-].[Cl-].[Cl-]. (2) Given the product [F:36][CH:2]([F:1])[C@@H:3]([C:5]1[CH:6]=[CH:7][C:8]([C:11]2[C:20]3[C:15](=[CH:16][C:17]([C:21]4[CH:26]=[CH:25][C:24]([C:27]([F:28])([F:29])[F:30])=[CH:23][CH:22]=4)=[CH:18][CH:19]=3)[CH:14]=[C:13]([C:31]([OH:33])=[O:32])[CH:12]=2)=[CH:9][CH:10]=1)[OH:4], predict the reactants needed to synthesize it. The reactants are: [F:1][CH:2]([F:36])[C@@H:3]([C:5]1[CH:10]=[CH:9][C:8]([C:11]2[C:20]3[C:15](=[CH:16][C:17]([C:21]4[CH:26]=[CH:25][C:24]([C:27]([F:30])([F:29])[F:28])=[CH:23][CH:22]=4)=[CH:18][CH:19]=3)[CH:14]=[C:13]([C:31]([O:33]CC)=[O:32])[CH:12]=2)=[CH:7][CH:6]=1)[OH:4].[Li+].[OH-].C1COCC1.